Dataset: Catalyst prediction with 721,799 reactions and 888 catalyst types from USPTO. Task: Predict which catalyst facilitates the given reaction. Reactant: [CH3:1][O:2][C:3]([C:5]1[S:6][C:7]([C:13](=[O:15])[CH3:14])=[C:8]2[CH2:12][CH2:11][CH2:10][C:9]=12)=[O:4].[Cl:16][C:17]1[CH:18]=[C:19]([C:25](=[O:30])[C:26]([F:29])([F:28])[F:27])[CH:20]=[C:21]([Cl:24])[C:22]=1[F:23]. Product: [CH3:1][O:2][C:3]([C:5]1[S:6][C:7]([C:13](=[O:15])[CH2:14][C:25]([C:19]2[CH:20]=[C:21]([Cl:24])[C:22]([F:23])=[C:17]([Cl:16])[CH:18]=2)([OH:30])[C:26]([F:28])([F:27])[F:29])=[C:8]2[CH2:12][CH2:11][CH2:10][C:9]=12)=[O:4]. The catalyst class is: 1.